Dataset: Reaction yield outcomes from USPTO patents with 853,638 reactions. Task: Predict the reaction yield, written as a fraction of the theoretical maximum amount of product (1.0 means a 100% yield; for example, 0.34 means a 34% yield). The reactants are [Cl:1][C:2]1[CH:3]=[C:4]([CH:8]2[C:12]([C:15]3[CH:20]=[CH:19][C:18]([Cl:21])=[CH:17][CH:16]=3)([C:13]#[N:14])[CH:11]([CH2:22][C:23]([CH3:26])([CH3:25])[CH3:24])[NH:10][CH:9]2[C:27]([OH:29])=O)[CH:5]=[CH:6][CH:7]=1.[NH2:30][CH2:31][C:32]1[CH:37]=[CH:36][C:35]([N:38]2[CH2:42][CH2:41][CH2:40][C:39]2=[O:43])=[CH:34][CH:33]=1.CN(C(ON1N=NC2C=CC=NC1=2)=[N+](C)C)C.F[P-](F)(F)(F)(F)F.CCN(C(C)C)C(C)C. The catalyst is C(Cl)Cl. The product is [O:43]=[C:39]1[CH2:40][CH2:41][CH2:42][N:38]1[C:35]1[CH:36]=[CH:37][C:32]([CH2:31][NH:30][C:27]([CH:9]2[CH:8]([C:4]3[CH:5]=[CH:6][CH:7]=[C:2]([Cl:1])[CH:3]=3)[C:12]([C:15]3[CH:20]=[CH:19][C:18]([Cl:21])=[CH:17][CH:16]=3)([C:13]#[N:14])[CH:11]([CH2:22][C:23]([CH3:24])([CH3:25])[CH3:26])[NH:10]2)=[O:29])=[CH:33][CH:34]=1. The yield is 0.405.